From a dataset of Reaction yield outcomes from USPTO patents with 853,638 reactions. Predict the reaction yield, written as a fraction of the theoretical maximum amount of product (1.0 means a 100% yield; for example, 0.34 means a 34% yield). (1) The reactants are [CH2:1]([O:3][C:4](=[O:20])[C:5](=O)[CH2:6][C:7](=[O:18])/[CH:8]=[CH:9]/[C:10]1[CH:15]=[CH:14][C:13]([Cl:16])=[CH:12][C:11]=1[F:17])[CH3:2].C([O-])(=O)C.[NH4+:25]. The catalyst is CCO. The product is [CH2:1]([O:3][C:4](=[O:20])/[C:5](/[NH2:25])=[CH:6]/[C:7](=[O:18])/[CH:8]=[CH:9]/[C:10]1[CH:15]=[CH:14][C:13]([Cl:16])=[CH:12][C:11]=1[F:17])[CH3:2]. The yield is 0.700. (2) The reactants are [NH2:1][CH:2]1[CH:6]([C:7]2[CH:12]=[CH:11][CH:10]=[CH:9][CH:8]=2)[CH2:5][N:4]([C:13]([C:15]2[N:16]=[C:17]3[C:22]([C:23]([F:26])([F:25])[F:24])=[CH:21][C:20]([C:27]4[CH:31]=[CH:30][O:29][CH:28]=4)=[CH:19][N:18]3[C:32]=2[Cl:33])=[O:14])[CH2:3]1.C(N(CC)C(C)C)(C)C.[CH3:43][S:44](Cl)(=[O:46])=[O:45]. The catalyst is CN(C=O)C.CCOC(C)=O. The product is [Cl:33][C:32]1[N:18]2[CH:19]=[C:20]([C:27]3[CH:31]=[CH:30][O:29][CH:28]=3)[CH:21]=[C:22]([C:23]([F:25])([F:26])[F:24])[C:17]2=[N:16][C:15]=1[C:13]([N:4]1[CH2:5][CH:6]([C:7]2[CH:12]=[CH:11][CH:10]=[CH:9][CH:8]=2)[CH:2]([NH:1][S:44]([CH3:43])(=[O:46])=[O:45])[CH2:3]1)=[O:14]. The yield is 0.630. (3) The yield is 0.880. The reactants are C([O:8][C:9]1[CH:14]=[CH:13][C:12]([C:15]2[CH:19]=[C:18]([NH2:20])[N:17]([CH3:21])[N:16]=2)=[CH:11][CH:10]=1)C1C=CC=CC=1. The product is [NH2:20][C:18]1[N:17]([CH3:21])[N:16]=[C:15]([C:12]2[CH:13]=[CH:14][C:9]([OH:8])=[CH:10][CH:11]=2)[CH:19]=1. The catalyst is CCO.[Pd]. (4) The yield is 0.670. The catalyst is CN(C=O)C. The reactants are [NH2:1][C:2]1[CH:7]=[C:6]([Cl:8])[CH:5]=[CH:4][C:3]=1[SH:9].Cl[CH2:11][C:12]1[N:13]=[C:14]([NH:17][C:18](=[O:24])[O:19][C:20]([CH3:23])([CH3:22])[CH3:21])[S:15][CH:16]=1.C([O-])([O-])=O.[K+].[K+]. The product is [NH2:1][C:2]1[CH:7]=[C:6]([Cl:8])[CH:5]=[CH:4][C:3]=1[S:9][CH2:11][C:12]1[N:13]=[C:14]([NH:17][C:18](=[O:24])[O:19][C:20]([CH3:22])([CH3:21])[CH3:23])[S:15][CH:16]=1. (5) The reactants are Cl[C:2]1[CH:7]=[C:6]([O:8][CH3:9])[N:5]=[C:4]([S:10][CH3:11])[N:3]=1.[N:12]1[CH:17]=[CH:16][C:15](B(O)O)=[CH:14][CH:13]=1.C([O-])([O-])=O.[Cs+].[Cs+]. The catalyst is C1C=CC([P]([Pd]([P](C2C=CC=CC=2)(C2C=CC=CC=2)C2C=CC=CC=2)([P](C2C=CC=CC=2)(C2C=CC=CC=2)C2C=CC=CC=2)[P](C2C=CC=CC=2)(C2C=CC=CC=2)C2C=CC=CC=2)(C2C=CC=CC=2)C2C=CC=CC=2)=CC=1.CN(C=O)C. The product is [CH3:9][O:8][C:6]1[CH:7]=[C:2]([C:15]2[CH:16]=[CH:17][N:12]=[CH:13][CH:14]=2)[N:3]=[C:4]([S:10][CH3:11])[N:5]=1. The yield is 0.840. (6) The reactants are [F:1][C:2]1[CH:9]=[CH:8][C:5]([NH:6][CH3:7])=[CH:4][CH:3]=1.FC(F)(F)S(O[C:16]1[C:17]2[CH2:37][N:36]([C:38](=[O:40])[CH3:39])[CH2:35][CH2:34][C:18]=2[N:19]=[C:20]([NH:22][C:23]2[CH:28]=[CH:27][C:26]([C:29]3[O:33][CH:32]=[N:31][CH:30]=3)=[CH:25][CH:24]=2)[N:21]=1)(=O)=O.S(C1C=CC(C)=CC=1)([O-])(=O)=O. No catalyst specified. The product is [F:1][C:2]1[CH:9]=[CH:8][C:5]([N:6]([CH3:7])[C:16]2[C:17]3[CH2:37][N:36]([C:38](=[O:40])[CH3:39])[CH2:35][CH2:34][C:18]=3[N:19]=[C:20]([NH:22][C:23]3[CH:28]=[CH:27][C:26]([C:29]4[O:33][CH:32]=[N:31][CH:30]=4)=[CH:25][CH:24]=3)[N:21]=2)=[CH:4][CH:3]=1. The yield is 0.180. (7) The reactants are [N+:1]([C:4]1[CH:5]=[N:6][N:7]([S:9]([C:12]2[CH:18]=[CH:17][C:15]([CH3:16])=[CH:14][CH:13]=2)(=[O:11])=[O:10])[CH:8]=1)([O-])=O.[H][H]. The catalyst is [Pd].CO. The product is [S:9]([N:7]1[CH:8]=[C:4]([NH2:1])[CH:5]=[N:6]1)([C:12]1[CH:18]=[CH:17][C:15]([CH3:16])=[CH:14][CH:13]=1)(=[O:11])=[O:10]. The yield is 0.710. (8) The reactants are Cl[C:2]1[C:11]([F:12])=[CH:10][C:9]2[C:4](=[CH:5][C:6]([O:13][CH3:14])=[CH:7][CH:8]=2)[N:3]=1.[CH3:15][Mg]Br.[Cl-].[NH4+].[OH-].[Na+]. The catalyst is C1COCC1.[Cu]Br. The product is [F:12][C:11]1[C:2]([CH3:15])=[N:3][C:4]2[C:9]([CH:10]=1)=[CH:8][CH:7]=[C:6]([O:13][CH3:14])[CH:5]=2. The yield is 0.910. (9) The reactants are [B:1](OC(C)C)([O:6]C(C)C)[O:2]C(C)C.Br[C:15]1[CH:20]=[CH:19][C:18]([S:21]([N:24]2[CH2:29][CH2:28][N:27]([CH3:30])[CH2:26][CH2:25]2)(=[O:23])=[O:22])=[CH:17][CH:16]=1.C([Li])CCC.O. The catalyst is O1CCCC1. The product is [CH3:30][N:27]1[CH2:28][CH2:29][N:24]([S:21]([C:18]2[CH:19]=[CH:20][C:15]([B:1]([OH:6])[OH:2])=[CH:16][CH:17]=2)(=[O:23])=[O:22])[CH2:25][CH2:26]1. The yield is 0.580. (10) The reactants are Br[C:2]1[C:3](=[O:15])[N:4]([CH3:14])[C:5](=[O:13])[C:6]=1[N:7]1[CH2:12][CH2:11][O:10][CH2:9][CH2:8]1.C([O-])([O-])=O.[Cs+].[Cs+].O.CC1(C)C(C)(C)OB([C:31]2[CH:48]=[CH:47][C:34]([O:35][CH2:36][C:37]3[CH:46]=[CH:45][C:44]4[C:39](=[CH:40][CH:41]=[CH:42][CH:43]=4)[N:38]=3)=[CH:33][CH:32]=2)O1. The catalyst is CN(C=O)C.C1C=CC([P]([Pd]([P](C2C=CC=CC=2)(C2C=CC=CC=2)C2C=CC=CC=2)([P](C2C=CC=CC=2)(C2C=CC=CC=2)C2C=CC=CC=2)[P](C2C=CC=CC=2)(C2C=CC=CC=2)C2C=CC=CC=2)(C2C=CC=CC=2)C2C=CC=CC=2)=CC=1. The product is [CH3:14][N:4]1[C:3](=[O:15])[C:2]([C:31]2[CH:32]=[CH:33][C:34]([O:35][CH2:36][C:37]3[CH:46]=[CH:45][C:44]4[C:39](=[CH:40][CH:41]=[CH:42][CH:43]=4)[N:38]=3)=[CH:47][CH:48]=2)=[C:6]([N:7]2[CH2:12][CH2:11][O:10][CH2:9][CH2:8]2)[C:5]1=[O:13]. The yield is 0.450.